From a dataset of CYP2C19 inhibition data for predicting drug metabolism from PubChem BioAssay. Regression/Classification. Given a drug SMILES string, predict its absorption, distribution, metabolism, or excretion properties. Task type varies by dataset: regression for continuous measurements (e.g., permeability, clearance, half-life) or binary classification for categorical outcomes (e.g., BBB penetration, CYP inhibition). Dataset: cyp2c19_veith. (1) The molecule is CC(C)(C)C(=O)NC(Nc1cccc2cccnc12)C(Cl)(Cl)Cl. The result is 1 (inhibitor). (2) The drug is Cc1ccc(S(=O)(=O)N2CCN(C(=O)CN3CCOCC3)C2)cc1. The result is 0 (non-inhibitor). (3) The compound is COc1ccc(OCC(=O)NNC(=O)c2ccc(-c3ccccc3)cc2)cc1. The result is 0 (non-inhibitor). (4) The compound is NC[C@H]1O[C@H](n2cnc3c(N)ncnc32)C[C@@H]1O. The result is 0 (non-inhibitor). (5) The compound is Cc1ccsc1/C=N/Nc1nc(Cl)c(Cl)cc1Cl. The result is 1 (inhibitor). (6) The drug is CCN(CC)c1ncnc2c1sc1nc(C)cc(C)c12. The result is 1 (inhibitor).